Dataset: Reaction yield outcomes from USPTO patents with 853,638 reactions. Task: Predict the reaction yield, written as a fraction of the theoretical maximum amount of product (1.0 means a 100% yield; for example, 0.34 means a 34% yield). (1) The reactants are CI.[C:3]([O-:6])([O-])=O.[K+].[K+].[Br:9][C:10]1[CH:15]=[C:14]([F:16])[C:13](O)=[C:12]([F:18])[CH:11]=1.C(OCC)(=O)C. The catalyst is CN(C=O)C. The product is [Br:9][C:10]1[CH:15]=[C:14]([F:16])[C:13]([O:6][CH3:3])=[C:12]([F:18])[CH:11]=1. The yield is 0.670. (2) The reactants are [S:1]1[CH:5]=[CH:4][N:3]=[C:2]1[NH2:6].[N:7]1([C:12](N2C=CN=C2)=[S:13])[CH:11]=[CH:10][N:9]=[CH:8]1. The catalyst is C(#N)C.O1CCCC1. The product is [S:1]1[CH:5]=[CH:4][N:3]=[C:2]1[NH:6][C:12]([N:7]1[CH:11]=[CH:10][N:9]=[CH:8]1)=[S:13]. The yield is 0.830. (3) The reactants are Cl[C:2]1[N:7]=[C:6]([NH2:8])[CH:5]=[CH:4][CH:3]=1.[N:9]1[CH:14]=[CH:13][CH:12]=[C:11](B(O)O)[CH:10]=1.C([O-])([O-])=O.[K+].[K+]. The catalyst is CC([O-])=O.CC([O-])=O.[Pd+2].C1(P(C2CCCCC2)C2C=CC=CC=2C2C(OC)=CC=C(S([O-])(=O)=O)C=2OC)CCCCC1.[Na+].O. The product is [N:7]1[C:6]([NH2:8])=[CH:5][CH:4]=[CH:3][C:2]=1[C:11]1[CH:10]=[N:9][CH:14]=[CH:13][CH:12]=1. The yield is 0.850. (4) The catalyst is CCO.Cl[Pd](Cl)([P](C1C=CC=CC=1)(C1C=CC=CC=1)C1C=CC=CC=1)[P](C1C=CC=CC=1)(C1C=CC=CC=1)C1C=CC=CC=1.C(OCC)(=O)C. The reactants are Br[C:2]1[C:3]2[O:12][C:11]([CH2:13][N:14]3[CH2:20][CH2:19][CH2:18][N:17]([C:21]([O:23][C:24]([CH3:27])([CH3:26])[CH3:25])=[O:22])[CH2:16][CH2:15]3)=[CH:10][C:4]=2[C:5](=[O:9])[N:6]([CH3:8])[CH:7]=1.[CH3:28][O:29][C:30]1[CH:31]=[C:32](B(O)O)[CH:33]=[CH:34][C:35]=1[O:36][CH3:37].C(=O)([O-])[O-].[K+].[K+].C1(C)C=CC=CC=1. The yield is 0.850. The product is [CH3:28][O:29][C:30]1[CH:31]=[C:32]([C:2]2[C:3]3[O:12][C:11]([CH2:13][N:14]4[CH2:20][CH2:19][CH2:18][N:17]([C:21]([O:23][C:24]([CH3:27])([CH3:26])[CH3:25])=[O:22])[CH2:16][CH2:15]4)=[CH:10][C:4]=3[C:5](=[O:9])[N:6]([CH3:8])[CH:7]=2)[CH:33]=[CH:34][C:35]=1[O:36][CH3:37]. (5) The reactants are Br[C:2]1[N:7]=[C:6]([NH:8][C:9]([C:11]2[CH:33]=[CH:32][C:14]([O:15][C:16]3[CH:25]=[C:24]4[C:19]([CH:20]([C:26]([O:28][CH2:29][CH3:30])=[O:27])[CH2:21][CH2:22][O:23]4)=[CH:18][C:17]=3[Cl:31])=[CH:13][CH:12]=2)=[O:10])[CH:5]=[CH:4][CH:3]=1.[F:34][C:35]1[CH:40]=[C:39]([F:41])[CH:38]=[CH:37][C:36]=1B(O)O.[F-].[Cs+].C(N(CC)CC)C. The catalyst is CC(O)C.C1C=CC(P(C2C=CC=CC=2)[C-]2C=CC=C2)=CC=1.C1C=CC(P(C2C=CC=CC=2)[C-]2C=CC=C2)=CC=1.Cl[Pd]Cl.[Fe+2]. The product is [Cl:31][C:17]1[CH:18]=[C:19]2[C:24](=[CH:25][C:16]=1[O:15][C:14]1[CH:32]=[CH:33][C:11]([C:9](=[O:10])[NH:8][C:6]3[CH:5]=[CH:4][CH:3]=[C:2]([C:38]4[CH:37]=[CH:36][C:35]([F:34])=[CH:40][C:39]=4[F:41])[N:7]=3)=[CH:12][CH:13]=1)[O:23][CH2:22][CH2:21][CH:20]2[C:26]([O:28][CH2:29][CH3:30])=[O:27]. The yield is 0.706. (6) The reactants are [CH3:1][CH:2]([CH2:6][C:7]1[CH:12]=[CH:11][CH:10]=[CH:9][CH:8]=1)[C:3]([OH:5])=O.[NH2:13][C:14]1[CH:15]=[CH:16][C:17]2[O:21][C:20]([C:22]3[CH:27]=[CH:26][N:25]=[CH:24][CH:23]=3)=[N:19][C:18]=2[CH:28]=1. No catalyst specified. The product is [CH3:1][CH:2]([CH2:6][C:7]1[CH:12]=[CH:11][CH:10]=[CH:9][CH:8]=1)[C:3]([NH:13][C:14]1[CH:15]=[CH:16][C:17]2[O:21][C:20]([C:22]3[CH:23]=[CH:24][N:25]=[CH:26][CH:27]=3)=[N:19][C:18]=2[CH:28]=1)=[O:5]. The yield is 0.750.